Dataset: Reaction yield outcomes from USPTO patents with 853,638 reactions. Task: Predict the reaction yield, written as a fraction of the theoretical maximum amount of product (1.0 means a 100% yield; for example, 0.34 means a 34% yield). (1) The reactants are [Cl:1][C:2]1[C:3]([C:24]2[C:32]3[C:27](=[CH:28][CH:29]=[CH:30][CH:31]=3)[NH:26][CH:25]=2)=[N:4][C:5]([NH:8][CH:9]2[CH2:14][CH2:13][N:12]([CH2:15][C:16]3[CH:21]=[CH:20][CH:19]=[C:18]([NH:22][CH3:23])[CH:17]=3)[CH2:11][CH2:10]2)=[N:6][CH:7]=1.[CH3:33][N:34]([CH3:41])[CH2:35]/[CH:36]=[CH:37]/[C:38](O)=[O:39].CN(C(ON1N=NC2C=CC=NC1=2)=[N+](C)C)C.F[P-](F)(F)(F)(F)F.CCN(CC)CC. The catalyst is C(Cl)Cl. The product is [Cl:1][C:2]1[C:3]([C:24]2[C:32]3[C:27](=[CH:28][CH:29]=[CH:30][CH:31]=3)[NH:26][CH:25]=2)=[N:4][C:5]([NH:8][CH:9]2[CH2:14][CH2:13][N:12]([CH2:15][C:16]3[CH:17]=[C:18]([N:22]([CH3:23])[C:38](=[O:39])/[CH:37]=[CH:36]/[CH2:35][N:34]([CH3:41])[CH3:33])[CH:19]=[CH:20][CH:21]=3)[CH2:11][CH2:10]2)=[N:6][CH:7]=1. The yield is 0.100. (2) The reactants are [Br:1][C:2]1[CH:3]=[C:4]([NH:23][CH2:24][C:25]2[CH:30]=[CH:29][CH:28]=[CH:27][N:26]=2)[CH:5]=[C:6]2[C:11]=1[N:10]=[CH:9][C:8]([C:12]#[N:13])=[C:7]2[NH:14][C:15]1[CH:20]=[CH:19][C:18]([F:21])=[C:17]([Cl:22])[CH:16]=1.C(C1[N:34]=CNC=1C=O)C.[BH3-]C#N.[Na+]. The catalyst is C1COCC1.CO. The product is [Br:1][C:2]1[CH:3]=[C:4]([NH:23][CH2:24][C:25]2[NH:26][CH:27]=[N:34][C:30]=2[CH2:29][CH3:28])[CH:5]=[C:6]2[C:11]=1[N:10]=[CH:9][C:8]([C:12]#[N:13])=[C:7]2[NH:14][C:15]1[CH:20]=[CH:19][C:18]([F:21])=[C:17]([Cl:22])[CH:16]=1. The yield is 0.290. (3) The reactants are [F:1][C:2]([F:23])([F:22])[C:3]1[CH:4]=[C:5]([CH:8]=[CH:9][C:10]=1[O:11][C:12]1[CH:17]=[CH:16][CH:15]=[C:14]([C:18]([F:21])([F:20])[F:19])[CH:13]=1)[CH:6]=[O:7].[BH4-].[Na+]. The catalyst is CO. The product is [F:1][C:2]([F:22])([F:23])[C:3]1[CH:4]=[C:5]([CH2:6][OH:7])[CH:8]=[CH:9][C:10]=1[O:11][C:12]1[CH:17]=[CH:16][CH:15]=[C:14]([C:18]([F:19])([F:20])[F:21])[CH:13]=1. The yield is 0.830. (4) The reactants are [Cl:1][C:2]1[CH:7]=[CH:6][C:5]([S:8]([NH:11][C@H:12]([CH2:16][CH2:17][C:18]([F:21])([F:20])[F:19])[C:13]([NH2:15])=[O:14])(=[O:10])=[O:9])=[CH:4][CH:3]=1.Br[CH2:23][C:24]1[CH:29]=[CH:28][C:27]([C:30]2[N:34]=[CH:33][O:32][N:31]=2)=[CH:26][C:25]=1[F:35].C(=O)([O-])[O-].[Cs+].[Cs+].NO.ClC1C=CC(S(N([C@H](CCC(F)(F)F)C(N)=O)CC2C=CC(C#N)=CC=2F)(=O)=O)=CC=1. The catalyst is [I-].C([N+](CCCC)(CCCC)CCCC)CCC.O.C(#N)C.C(O)(C)C.C(O)(=O)C. The product is [Cl:1][C:2]1[CH:7]=[CH:6][C:5]([S:8]([N:11]([CH2:23][C:24]2[CH:29]=[CH:28][C:27]([C:30]3[N:34]=[CH:33][O:32][N:31]=3)=[CH:26][C:25]=2[F:35])[C@H:12]([CH2:16][CH2:17][C:18]([F:21])([F:19])[F:20])[C:13]([NH2:15])=[O:14])(=[O:10])=[O:9])=[CH:4][CH:3]=1. The yield is 0.500.